Dataset: Forward reaction prediction with 1.9M reactions from USPTO patents (1976-2016). Task: Predict the product of the given reaction. (1) Given the reactants [Br:1][C:2]1[N:7]=[C:6]([C@@H:8]([NH:19][C:20](=[O:26])[O:21]C(C)(C)C)[C@H:9](O)[C:10]2[CH:15]=[CH:14][CH:13]=[C:12]([O:16][CH3:17])[CH:11]=2)[CH:5]=[CH:4][CH:3]=1.C(N1C=CN=C1)(N1C=CN=C1)=O, predict the reaction product. The product is: [Br:1][C:2]1[N:7]=[C:6]([C@@H:8]2[C@@H:9]([C:10]3[CH:15]=[CH:14][CH:13]=[C:12]([O:16][CH3:17])[CH:11]=3)[O:26][C:20](=[O:21])[NH:19]2)[CH:5]=[CH:4][CH:3]=1. (2) The product is: [Cl:16][C:17]1[CH:29]=[CH:28][C:20]([CH2:21][N:22]2[CH:26]=[CH:25][C:24]([NH:27][C:2]3[CH:7]=[CH:6][C:5]([N:8]4[CH:12]=[C:11]([CH3:13])[N:10]=[CH:9]4)=[C:4]([O:14][CH3:15])[CH:3]=3)=[N:23]2)=[CH:19][CH:18]=1. Given the reactants Br[C:2]1[CH:7]=[CH:6][C:5]([N:8]2[CH:12]=[C:11]([CH3:13])[N:10]=[CH:9]2)=[C:4]([O:14][CH3:15])[CH:3]=1.[Cl:16][C:17]1[CH:29]=[CH:28][C:20]([CH2:21][N:22]2[CH:26]=[CH:25][C:24]([NH2:27])=[N:23]2)=[CH:19][CH:18]=1, predict the reaction product.